Dataset: CYP2D6 inhibition data for predicting drug metabolism from PubChem BioAssay. Task: Regression/Classification. Given a drug SMILES string, predict its absorption, distribution, metabolism, or excretion properties. Task type varies by dataset: regression for continuous measurements (e.g., permeability, clearance, half-life) or binary classification for categorical outcomes (e.g., BBB penetration, CYP inhibition). Dataset: cyp2d6_veith. (1) The drug is CCN(CC)c1cc(C)c2cc(NC(=O)c3ccc(Br)o3)ccc2n1. The result is 1 (inhibitor). (2) The drug is Cc1cccc2sc(NC(=O)C3c4ccccc4Oc4ccccc43)nc12. The result is 0 (non-inhibitor). (3) The drug is Cc1ccc(C(=O)NCC2CCCO2)cc1N1CCCC1=O. The result is 0 (non-inhibitor). (4) The result is 0 (non-inhibitor). The molecule is O=C(O)CC[C@@H](C(=O)O)N1C(=O)c2ccccc2C1=O.